From a dataset of Reaction yield outcomes from USPTO patents with 853,638 reactions. Predict the reaction yield, written as a fraction of the theoretical maximum amount of product (1.0 means a 100% yield; for example, 0.34 means a 34% yield). (1) The reactants are [CH2:1]([C:5]1[N:6]=[C:7]([CH3:27])[NH:8][C:9](=[O:26])[C:10]=1[CH2:11][C:12]1[CH:17]=[CH:16][C:15]([C:18]2[C:19]([C:24]#[N:25])=[CH:20][CH:21]=[CH:22][CH:23]=2)=[CH:14][CH:13]=1)[CH2:2][CH2:3][CH3:4].N(C(N1CCCCC1)=O)=NC(N1CCCCC1)=O.C(P(CCCC)CCCC)CCC.[CH3:59][C:60]1([CH2:64]O)[CH2:63][O:62][CH2:61]1. The catalyst is C(OCC)(=O)C.O1CCCC1. The product is [CH2:1]([C:5]1[N:6]=[C:7]([CH3:27])[N:8]([CH2:59][C:60]2([CH3:64])[CH2:63][O:62][CH2:61]2)[C:9](=[O:26])[C:10]=1[CH2:11][C:12]1[CH:17]=[CH:16][C:15]([C:18]2[C:19]([C:24]#[N:25])=[CH:20][CH:21]=[CH:22][CH:23]=2)=[CH:14][CH:13]=1)[CH2:2][CH2:3][CH3:4]. The yield is 0.620. (2) The reactants are [CH:1]([N:4]([CH2:8][CH3:9])[CH:5]([CH3:7])[CH3:6])([CH3:3])C.C[C:11]1[CH:20]=[CH:19][C:18]2[C:13](=[C:14]([F:27])[CH:15]=CC=2N2CCNCC2)[N:12]=1.CS(O[CH2:33][CH2:34][C:35]1[CH:40]=[CH:39][CH:38]=[C:37]([N+:41]([O-:43])=[O:42])[CH:36]=1)(=O)=O.C[N:45](C)C=O. No catalyst specified. The product is [F:27][C:14]1[C:13]([CH3:18])=[N:12][C:11]2[C:7]([CH:15]=1)=[C:5]([N:4]1[CH2:8][CH2:9][N:45]([CH2:33][CH2:34][C:35]3[CH:40]=[CH:39][CH:38]=[C:37]([N+:41]([O-:43])=[O:42])[CH:36]=3)[CH2:3][CH2:1]1)[CH:6]=[CH:19][CH:20]=2. The yield is 0.460. (3) The reactants are [CH3:1][S:2]([C:5]1[CH:10]=[CH:9][C:8]([C:11](=[O:13])[CH3:12])=[CH:7][CH:6]=1)(=[O:4])=[O:3].[CH3:14][N:15]([CH:17](OC)OC)[CH3:16]. No catalyst specified. The product is [CH3:14][N:15]([CH3:17])/[CH:16]=[CH:12]/[C:11]([C:8]1[CH:9]=[CH:10][C:5]([S:2]([CH3:1])(=[O:3])=[O:4])=[CH:6][CH:7]=1)=[O:13]. The yield is 0.870.